Task: Binary Classification. Given a drug SMILES string, predict its activity (active/inactive) in a high-throughput screening assay against a specified biological target.. Dataset: Cav3 T-type calcium channel HTS with 100,875 compounds (1) The molecule is Clc1c(O)c(CNc2c(n(n(c2=O)c2ccccc2)C)C)cc(Cl)c1. The result is 0 (inactive). (2) The drug is O1CCN(C2=C(n3nnc4c3cccc4)C(=O)c3c(C2=O)cccc3)CC1. The result is 0 (inactive). (3) The drug is O=C(NC1CCCC1)C(N(c1ccc(cc1)C(OC)=O)C(=O)c1occc1)c1occc1. The result is 0 (inactive). (4) The drug is O(C(=O)Nc1ccc(N(CC)CC)cc1)C. The result is 0 (inactive). (5) The drug is Fc1c(CN2CCCCC2)c(F)c(F)c(n2nc(cc2C)C)c1F. The result is 0 (inactive).